From a dataset of Reaction yield outcomes from USPTO patents with 853,638 reactions. Predict the reaction yield, written as a fraction of the theoretical maximum amount of product (1.0 means a 100% yield; for example, 0.34 means a 34% yield). (1) The reactants are [Br:1][C:2]1[C:3]([OH:10])=[C:4]([C:7]([OH:9])=O)[S:5][CH:6]=1.[F:11][C:12]([F:25])([F:24])[C:13]1[CH:14]=[C:15]([CH:17]=[C:18]([C:20]([F:23])([F:22])[F:21])[CH:19]=1)[NH2:16]. No catalyst specified. The product is [Br:1][C:2]1[C:3]([OH:10])=[C:4]([C:7]([NH:16][C:15]2[CH:17]=[C:18]([C:20]([F:21])([F:22])[F:23])[CH:19]=[C:13]([C:12]([F:11])([F:24])[F:25])[CH:14]=2)=[O:9])[S:5][CH:6]=1. The yield is 0.824. (2) The reactants are C([NH:4][C@:5]1([C:22](NC(C)(C)C)=[O:23])[C@@H:9]([CH2:10][CH2:11][CH2:12][B:13]2[O:17]C(C)(C)C(C)(C)[O:14]2)[CH2:8][NH:7][CH2:6]1)(=O)C.C([NH:36][CH:37]1[CH2:41][CH2:40][CH2:39][C:38]1=O)(OC(C)(C)C)=O.S([O-])([O-])(=O)=[O:44].[Na+].[Na+].C(O)(=O)C.C(O[BH-](OC(=O)C)OC(=O)C)(=O)C.[Na+].C(=O)([O-])[O-].[Na+].[Na+]. The catalyst is ClCCCl. The product is [NH2:4][C@:5]1([C:22]([OH:23])=[O:44])[C@@H:9]([CH2:10][CH2:11][CH2:12][B:13]([OH:14])[OH:17])[CH2:8][N:7]([CH:38]2[CH2:39][CH2:40][CH2:41][CH:37]2[NH2:36])[CH2:6]1. The yield is 0.570. (3) The catalyst is ClCCCl. The yield is 0.977. The reactants are C[O:2][C:3]([C:5]1[N:6]=[CH:7][C:8]2[N:9]([CH:20]=[N:21][CH:22]=2)[C:10]=1[NH:11][C:12]1[CH:17]=[CH:16][C:15]([I:18])=[CH:14][C:13]=1[F:19])=[O:4].[OH-].C[Sn+](C)C. The product is [F:19][C:13]1[CH:14]=[C:15]([I:18])[CH:16]=[CH:17][C:12]=1[NH:11][C:10]1[N:9]2[CH:20]=[N:21][CH:22]=[C:8]2[CH:7]=[N:6][C:5]=1[C:3]([OH:4])=[O:2]. (4) The reactants are [Br:1][C:2]1[C:3](F)=[C:4]2[C:10]([NH:11][C:12]([C:14]3([CH3:17])[CH2:16][CH2:15]3)=[O:13])=[CH:9][NH:8][C:5]2=[N:6][CH:7]=1.[NH:19]1[CH2:24][CH2:23][CH2:22][C@@H:21]([NH:25][C:26](=[O:32])[O:27][C:28]([CH3:31])([CH3:30])[CH3:29])[CH2:20]1. The catalyst is C(O)(CC)C. The product is [Br:1][C:2]1[C:3]([N:19]2[CH2:24][CH2:23][CH2:22][C@@H:21]([NH:25][C:26](=[O:32])[O:27][C:28]([CH3:30])([CH3:29])[CH3:31])[CH2:20]2)=[C:4]2[C:10]([NH:11][C:12]([C:14]3([CH3:17])[CH2:16][CH2:15]3)=[O:13])=[CH:9][NH:8][C:5]2=[N:6][CH:7]=1. The yield is 0.522. (5) The reactants are FC(F)(F)C(O)=O.C(OC(=O)[NH:14][C:15]1[CH:16]=[N:17][C:18]([Cl:23])=[C:19]([F:22])[C:20]=1[I:21])(C)(C)C. The catalyst is ClCCl. The product is [Cl:23][C:18]1[N:17]=[CH:16][C:15]([NH2:14])=[C:20]([I:21])[C:19]=1[F:22]. The yield is 0.980. (6) The reactants are [CH3:1]N1CCCC1=O.[CH2:8]([O:10][C:11](=[O:20])[C:12]1[CH:17]=[CH:16][C:15](Cl)=[N:14][C:13]=1[NH2:19])[CH3:9].C[Sn](C)(C)C. The catalyst is C1C=CC([P]([Pd]([P](C2C=CC=CC=2)(C2C=CC=CC=2)C2C=CC=CC=2)([P](C2C=CC=CC=2)(C2C=CC=CC=2)C2C=CC=CC=2)[P](C2C=CC=CC=2)(C2C=CC=CC=2)C2C=CC=CC=2)(C2C=CC=CC=2)C2C=CC=CC=2)=CC=1.O. The product is [CH2:8]([O:10][C:11](=[O:20])[C:12]1[CH:17]=[CH:16][C:15]([CH3:1])=[N:14][C:13]=1[NH2:19])[CH3:9]. The yield is 0.480. (7) The reactants are [CH3:1][N:2]([CH3:20])[CH2:3][CH2:4][CH2:5][O:6][C:7]1[CH:12]=[CH:11][C:10]([NH2:13])=[CH:9][C:8]=1[C:14]1[N:15]([CH3:19])[N:16]=[CH:17][CH:18]=1.[F:21][C:22]1[CH:27]=[CH:26][C:25]([CH3:28])=[CH:24][C:23]=1[N:29]=[C:30]=[O:31]. The catalyst is C(Cl)Cl. The product is [CH3:20][N:2]([CH3:1])[CH2:3][CH2:4][CH2:5][O:6][C:7]1[CH:12]=[CH:11][C:10]([NH:13][C:30]([NH:29][C:23]2[CH:24]=[C:25]([CH3:28])[CH:26]=[CH:27][C:22]=2[F:21])=[O:31])=[CH:9][C:8]=1[C:14]1[N:15]([CH3:19])[N:16]=[CH:17][CH:18]=1. The yield is 0.780. (8) The reactants are [Cl:1][C:2]1[CH:7]=[CH:6][C:5]([N:8]2[CH2:13][CH2:12][CH:11]([CH2:14][C:15]([OH:17])=O)[CH2:10][CH2:9]2)=[C:4]([NH:18][C:19](=[O:27])[C:20]2[CH:25]=[CH:24][CH:23]=[C:22]([Cl:26])[CH:21]=2)[CH:3]=1.[OH:28][CH:29]1[CH2:34][CH2:33][NH:32][CH2:31][CH2:30]1.F[B-](F)(F)F.N1(OC(N(C)C)=[N+](C)C)C2C=CC=CC=2N=N1.C(N(CC)CC)C. The catalyst is CN(C)C=O. The product is [Cl:26][C:22]1[CH:21]=[C:20]([CH:25]=[CH:24][CH:23]=1)[C:19]([NH:18][C:4]1[CH:3]=[C:2]([Cl:1])[CH:7]=[CH:6][C:5]=1[N:8]1[CH2:9][CH2:10][CH:11]([CH2:14][C:15]([N:32]2[CH2:33][CH2:34][CH:29]([OH:28])[CH2:30][CH2:31]2)=[O:17])[CH2:12][CH2:13]1)=[O:27]. The yield is 0.330.